This data is from Merck oncology drug combination screen with 23,052 pairs across 39 cell lines. The task is: Regression. Given two drug SMILES strings and cell line genomic features, predict the synergy score measuring deviation from expected non-interaction effect. (1) Drug 1: Cn1nnc2c(C(N)=O)ncn2c1=O. Drug 2: C=CCn1c(=O)c2cnc(Nc3ccc(N4CCN(C)CC4)cc3)nc2n1-c1cccc(C(C)(C)O)n1. Cell line: SKOV3. Synergy scores: synergy=21.6. (2) Drug 1: COC12C(COC(N)=O)C3=C(C(=O)C(C)=C(N)C3=O)N1CC1NC12. Drug 2: N#Cc1ccc(Cn2cncc2CN2CCN(c3cccc(Cl)c3)C(=O)C2)cc1. Cell line: KPL1. Synergy scores: synergy=-7.17. (3) Cell line: NCIH23. Drug 1: CN1C(=O)C=CC2(C)C3CCC4(C)C(NC(=O)OCC(F)(F)F)CCC4C3CCC12. Synergy scores: synergy=5.28. Drug 2: Cn1c(=O)n(-c2ccc(C(C)(C)C#N)cc2)c2c3cc(-c4cnc5ccccc5c4)ccc3ncc21.